From a dataset of Full USPTO retrosynthesis dataset with 1.9M reactions from patents (1976-2016). Predict the reactants needed to synthesize the given product. (1) The reactants are: [N+:1]([C:4]1[CH:5]=[C:6]([C:10]2[C:11]3[C:18]([C:19]([OH:21])=O)=[CH:17][N:16]([CH2:22][O:23][CH2:24][CH2:25][Si:26]([CH3:29])([CH3:28])[CH3:27])[C:12]=3[N:13]=[CH:14][N:15]=2)[CH:7]=[CH:8][CH:9]=1)([O-:3])=[O:2].Cl.[CH3:31][O:32][NH:33][CH3:34].CN(C(ON1N=NC2C=CC=NC1=2)=[N+](C)C)C.F[P-](F)(F)(F)(F)F.CCN(C(C)C)C(C)C. Given the product [CH3:31][O:32][N:33]([CH3:34])[C:19]([C:18]1[C:11]2[C:10]([C:6]3[CH:7]=[CH:8][CH:9]=[C:4]([N+:1]([O-:3])=[O:2])[CH:5]=3)=[N:15][CH:14]=[N:13][C:12]=2[N:16]([CH2:22][O:23][CH2:24][CH2:25][Si:26]([CH3:27])([CH3:28])[CH3:29])[CH:17]=1)=[O:21], predict the reactants needed to synthesize it. (2) Given the product [CH3:8][O:9][C:10]1[C:11]([CH2:28][N:29]([CH3:30])[C:3](=[O:4])[O:5][C:11]([CH3:28])([CH3:12])[CH3:10])=[C:12]2[C:16](=[CH:17][CH:18]=1)[N:15]([S:19]([C:22]1[CH:27]=[CH:26][CH:25]=[CH:24][CH:23]=1)(=[O:21])=[O:20])[CH:14]=[CH:13]2, predict the reactants needed to synthesize it. The reactants are: FC(F)(F)[C:3]([OH:5])=[O:4].[CH3:8][O:9][C:10]1[C:11]([CH2:28][NH:29][CH3:30])=[C:12]2[C:16](=[CH:17][CH:18]=1)[N:15]([S:19]([C:22]1[CH:27]=[CH:26][CH:25]=[CH:24][CH:23]=1)(=[O:21])=[O:20])[CH:14]=[CH:13]2. (3) Given the product [OH:44][C:43]1[CH:51]=[CH:52][C:40]([N:39]([CH2:17][C:18]2[S:19][CH:20]=[C:21]([C:23]([NH:13][CH2:12][C:11]3[CH:10]=[CH:9][C:8]([O:1][C:2]4[CH:3]=[CH:4][CH:5]=[CH:6][CH:7]=4)=[CH:15][CH:14]=3)=[O:24])[N:22]=2)[C:32](=[O:33])[C:31]2[CH:35]=[CH:36][C:28]([C:27]([F:38])([F:37])[F:26])=[CH:29][CH:30]=2)=[CH:41][C:42]=1[C:47]([OH:48])=[O:46], predict the reactants needed to synthesize it. The reactants are: [O:1]([C:8]1[CH:15]=[CH:14][C:11]([CH2:12][NH2:13])=[CH:10][CH:9]=1)[C:2]1[CH:7]=[CH:6][CH:5]=[CH:4][CH:3]=1.Cl[CH2:17][C:18]1[S:19][CH:20]=[C:21]([C:23](Cl)=[O:24])[N:22]=1.[F:26][C:27]([F:38])([F:37])[C:28]1[CH:36]=[CH:35][C:31]([C:32](Cl)=[O:33])=[CH:30][CH:29]=1.[NH2:39][C:40]1[CH:52]=[CH:51][C:43]2[O:44]C(C)(C)[O:46][C:47](=[O:48])[C:42]=2[CH:41]=1. (4) Given the product [CH3:45][C:33]1[N:32]([CH2:31][C:28]2[CH:29]=[CH:30][C:25]([C:20]3[C:19]([C:17]([OH:18])=[O:16])=[CH:24][CH:23]=[CH:22][CH:21]=3)=[CH:26][CH:27]=2)[C:40]2[C:35]([C:34]=1[CH3:44])=[CH:36][C:37]([C:41](=[O:42])[NH:8][CH2:7][C:6]1[CH:9]=[CH:10][CH:11]=[C:4]([N+:1]([O-:3])=[O:2])[CH:5]=1)=[CH:38][CH:39]=2, predict the reactants needed to synthesize it. The reactants are: [N+:1]([C:4]1[CH:5]=[C:6]([CH:9]=[CH:10][CH:11]=1)[CH2:7][NH2:8])([O-:3])=[O:2].C([O:16][C:17]([C:19]1[CH:24]=[CH:23][CH:22]=[CH:21][C:20]=1[C:25]1[CH:30]=[CH:29][C:28]([CH2:31][N:32]2[C:40]3[C:35](=[CH:36][C:37]([C:41](O)=[O:42])=[CH:38][CH:39]=3)[C:34]([CH3:44])=[C:33]2[CH3:45])=[CH:27][CH:26]=1)=[O:18])(C)(C)C. (5) Given the product [CH3:20][O:21][C:22]([C:24]1[CH:29]=[CH:28][C:27](=[O:30])[N:26]([CH3:31])[C:25]=1[NH:8][C:5]1[CH:6]=[CH:7][C:2]([Br:1])=[CH:3][C:4]=1[F:9])=[O:23], predict the reactants needed to synthesize it. The reactants are: [Br:1][C:2]1[CH:7]=[CH:6][C:5]([NH2:8])=[C:4]([F:9])[CH:3]=1.C[Si]([N-][Si](C)(C)C)(C)C.[Li+].[CH3:20][O:21][C:22]([C:24]1[CH:29]=[CH:28][C:27](=[O:30])[N:26]([CH3:31])[C:25]=1Cl)=[O:23]. (6) Given the product [OH:21][CH2:20][C:19]([C:16]1[CH:17]=[CH:18][C:13]([C:12]([NH:11][C:9]2[S:8][C:6]3[C:5]([N:10]=2)=[CH:4][CH:3]=[C:2]([C:31]2[CH:30]=[CH:29][N:28]=[CH:27][C:26]=2[CH3:25])[N:7]=3)=[O:24])=[CH:14][CH:15]=1)([CH3:23])[CH3:22], predict the reactants needed to synthesize it. The reactants are: Br[C:2]1[N:7]=[C:6]2[S:8][C:9]([NH:11][C:12](=[O:24])[C:13]3[CH:18]=[CH:17][C:16]([C:19]([CH3:23])([CH3:22])[CH2:20][OH:21])=[CH:15][CH:14]=3)=[N:10][C:5]2=[CH:4][CH:3]=1.[CH3:25][C:26]1[CH:27]=[N:28][CH:29]=[CH:30][C:31]=1B(O)O. (7) Given the product [Br:1][C:2]1[CH:3]=[CH:4][C:5]([Cl:25])=[C:6]([CH:24]=1)[O:7][C:8]1[CH:13]=[CH:12][C:11]([C:14]2[N:18]=[C:17]([C:19]3[N:20]=[N:21][N:22]([CH2:34][C:35]([O:37][CH2:38][CH3:39])=[O:36])[N:23]=3)[O:16][N:15]=2)=[CH:10][CH:9]=1, predict the reactants needed to synthesize it. The reactants are: [Br:1][C:2]1[CH:3]=[CH:4][C:5]([Cl:25])=[C:6]([CH:24]=1)[O:7][C:8]1[CH:13]=[CH:12][C:11]([C:14]2[N:18]=[C:17]([C:19]3[NH:23][N:22]=[N:21][N:20]=3)[O:16][N:15]=2)=[CH:10][CH:9]=1.C(N(CC)CC)C.Br[CH2:34][C:35]([O:37][CH2:38][CH3:39])=[O:36].